From a dataset of Forward reaction prediction with 1.9M reactions from USPTO patents (1976-2016). Predict the product of the given reaction. (1) Given the reactants Br[C:2]1[N:7]=[C:6]([C:8]([O:10]C)=[O:9])[CH:5]=[CH:4][C:3]=1[F:12].CC1(C)C(C)(C)OB([C:21]2[CH:22]=[C:23]3[CH:29]=[CH:28][NH:27][C:24]3=[N:25][CH:26]=2)O1.C(=O)([O-])[O-].[Na+].[Na+], predict the reaction product. The product is: [F:12][C:3]1[CH:4]=[CH:5][C:6]([C:8]([OH:10])=[O:9])=[N:7][C:2]=1[C:21]1[CH:22]=[C:23]2[CH:29]=[CH:28][NH:27][C:24]2=[N:25][CH:26]=1. (2) Given the reactants C[Si](C)(C)[C:3]#[C:4][C:5]1[CH:10]=[CH:9][CH:8]=[CH:7][N:6]=1.F.F.F.C(N(CC)CC)C.[O-][Mn](=O)(=O)=O.[K+].Cl[O:30][N:31]=[CH:32][C:33]1[CH:38]=[C:37]([O:39][CH3:40])[CH:36]=[CH:35][C:34]=1[OH:41], predict the reaction product. The product is: [CH3:40][O:39][C:37]1[CH:36]=[CH:35][C:34]([OH:41])=[C:33]([C:32]2[CH:3]=[C:4]([C:5]3[CH:10]=[CH:9][CH:8]=[CH:7][N:6]=3)[O:30][N:31]=2)[CH:38]=1.